This data is from Reaction yield outcomes from USPTO patents with 853,638 reactions. The task is: Predict the reaction yield, written as a fraction of the theoretical maximum amount of product (1.0 means a 100% yield; for example, 0.34 means a 34% yield). (1) The reactants are [Cl-].[CH3:2][O:3][CH2:4][P+](C1C=CC=CC=1)(C1C=CC=CC=1)C1C=CC=CC=1.C[Si]([N-][Si](C)(C)C)(C)C.[K+].C1(C)C=CC=CC=1.[CH:41]([C:43]1[CH:57]=[CH:56][C:46]([O:47][C:48]2[CH:55]=[CH:54][C:51]([C:52]#[N:53])=[CH:50][N:49]=2)=[C:45]([CH3:58])[CH:44]=1)=O. The catalyst is C1COCC1. The product is [CH3:2][O:3][CH:4]=[CH:41][C:43]1[CH:57]=[CH:56][C:46]([O:47][C:48]2[CH:55]=[CH:54][C:51]([C:52]#[N:53])=[CH:50][N:49]=2)=[C:45]([CH3:58])[CH:44]=1. The yield is 0.760. (2) The reactants are [Cl:1][C:2]1[C:7]([O:8][CH3:9])=[CH:6][C:5]([O:10][CH3:11])=[CH:4][C:3]=1[NH:12][CH2:13][C:14]1[C:15]([NH:22][CH2:23][CH3:24])=[N:16][C:17]([S:20][CH3:21])=[N:18][CH:19]=1.[H-].[Na+].[C:27](N1C=CN=C1)(N1C=CN=C1)=[O:28]. The catalyst is CN(C=O)C. The product is [Cl:1][C:2]1[C:7]([O:8][CH3:9])=[CH:6][C:5]([O:10][CH3:11])=[CH:4][C:3]=1[N:12]1[CH2:13][C:14]2[C:15](=[N:16][C:17]([S:20][CH3:21])=[N:18][CH:19]=2)[N:22]([CH2:23][CH3:24])[C:27]1=[O:28]. The yield is 0.700. (3) The reactants are O[C@@H]1CC[N:5](C(OCC2C=CC=CC=2)=O)[C@H](C(OC)=O)C1.[CH3:22][O:23][C:24]([CH:26]1[CH2:31][CH:30]([O:32][C:33]2[C:42]3[C:37](=[C:38]([CH3:45])[C:39]([O:43][CH3:44])=[CH:40][CH:41]=3)[N:36]=[C:35]([C:46]3[S:47][CH:48]=[C:49]([C:51]([F:54])([F:53])[F:52])[N:50]=3)C=2)[CH2:29][CH2:28][N:27]1[C:55](OCC1C=CC=CC=1)=O)=[O:25]. No catalyst specified. The product is [CH3:22][O:23][C:24]([CH:26]1[CH2:31][CH:30]([O:32][C:33]2[C:42]3[C:37](=[C:38]([CH3:45])[C:39]([O:43][CH3:44])=[CH:40][CH:41]=3)[N:36]=[C:35]([C:46]3[S:47][CH:48]=[C:49]([C:51]([F:53])([F:52])[F:54])[N:50]=3)[N:5]=2)[CH2:29][CH2:28][N:27]1[CH3:55])=[O:25]. The yield is 0.600. (4) The reactants are [OH:1][C:2]1[CH:3]=[C:4]([CH:7]=[CH:8][C:9]=1[O:10][CH2:11][CH2:12][CH2:13][CH3:14])[CH:5]=O.[CH3:15][C:16]([C:18]1[CH:23]=[C:22]([O:24][CH3:25])[CH:21]=[C:20]([O:26][CH3:27])[CH:19]=1)=[O:17].[OH-].[Na+]. The catalyst is CO. The product is [OH:1][C:2]1[CH:3]=[C:4](/[CH:5]=[CH:15]/[C:16]([C:18]2[CH:19]=[C:20]([O:26][CH3:27])[CH:21]=[C:22]([O:24][CH3:25])[CH:23]=2)=[O:17])[CH:7]=[CH:8][C:9]=1[O:10][CH2:11][CH2:12][CH2:13][CH3:14]. The yield is 0.500. (5) The reactants are [C:1]([O:5][C:6](=[O:30])[CH2:7][CH:8]([N:11]1[C:17](=[O:18])[CH2:16][CH2:15][N:14]([C:19](=[O:29])/[CH:20]=[CH:21]/[C:22]2[CH:27]=[CH:26][CH:25]=[C:24]([Cl:28])[CH:23]=2)[CH2:13][CH2:12]1)[CH2:9][OH:10])([CH3:4])([CH3:3])[CH3:2].I[CH3:32].[H-].[Na+].OS([O-])(=O)=O.[K+]. The catalyst is CN(C=O)C. The product is [C:1]([O:5][C:6](=[O:30])[CH2:7][CH:8]([N:11]1[C:17](=[O:18])[CH2:16][CH2:15][N:14]([C:19](=[O:29])/[CH:20]=[CH:21]/[C:22]2[CH:27]=[CH:26][CH:25]=[C:24]([Cl:28])[CH:23]=2)[CH2:13][CH2:12]1)[CH2:9][O:10][CH3:32])([CH3:4])([CH3:2])[CH3:3]. The yield is 0.610.